From a dataset of Full USPTO retrosynthesis dataset with 1.9M reactions from patents (1976-2016). Predict the reactants needed to synthesize the given product. (1) Given the product [CH2:44]([O:46][C:47](=[O:58])[C:48]1[CH:53]=[CH:52][C:51]([CH2:54][CH2:55][CH2:56][C:16]2[C:17]3[C:22](=[CH:21][CH:20]=[C:19]([Cl:23])[CH:18]=3)[N:14]([CH:1]([C:2]3[CH:3]=[CH:4][CH:5]=[CH:6][CH:7]=3)[C:8]3[CH:9]=[CH:10][CH:11]=[CH:12][CH:13]=3)[C:15]=2[CH2:24][CH2:25][N:26]2[C:27](=[O:36])[C:28]3[C:33](=[CH:32][CH:31]=[CH:30][CH:29]=3)[C:34]2=[O:35])=[CH:50][CH:49]=1)[CH3:45], predict the reactants needed to synthesize it. The reactants are: [CH:1]([N:14]1[C:22]2[C:17](=[CH:18][C:19]([Cl:23])=[CH:20][CH:21]=2)[CH:16]=[C:15]1[CH2:24][CH2:25][N:26]1[C:34](=[O:35])[C:33]2[C:28](=[CH:29][CH:30]=[CH:31][CH:32]=2)[C:27]1=[O:36])([C:8]1[CH:13]=[CH:12][CH:11]=[CH:10][CH:9]=1)[C:2]1[CH:7]=[CH:6][CH:5]=[CH:4][CH:3]=1.C([SiH](CC)CC)C.[CH2:44]([O:46][C:47](=[O:58])[C:48]1[CH:53]=[CH:52][C:51]([CH2:54][CH2:55][CH:56]=O)=[CH:50][CH:49]=1)[CH3:45].ClCC(O)=O.C([O-])(O)=O.[Na+]. (2) The reactants are: [CH:1]1([C:4]2[CH:9]=[CH:8][C:7]([N+:10]([O-])=O)=[C:6]([F:13])[CH:5]=2)[CH2:3][CH2:2]1.[Cl-].[NH4+].CCO.C1COCC1. Given the product [CH:1]1([C:4]2[CH:9]=[CH:8][C:7]([NH2:10])=[C:6]([F:13])[CH:5]=2)[CH2:3][CH2:2]1, predict the reactants needed to synthesize it. (3) Given the product [C:12]1([N:18]2[C:4]([NH2:5])=[CH:3][C:2]([C:6]3[CH:11]=[CH:10][CH:9]=[CH:8][CH:7]=3)=[N:19]2)[CH:17]=[CH:16][CH:15]=[CH:14][CH:13]=1, predict the reactants needed to synthesize it. The reactants are: O=[C:2]([C:6]1[CH:11]=[CH:10][CH:9]=[CH:8][CH:7]=1)[CH2:3][C:4]#[N:5].[C:12]1([NH:18][NH2:19])[CH:17]=[CH:16][CH:15]=[CH:14][CH:13]=1. (4) Given the product [C:37]([O:41][CH:42]([C:48]1[C:57]([CH3:58])=[CH:56][C:55]2[C:50](=[CH:51][C:52]([Cl:59])=[CH:53][CH:54]=2)[C:49]=1[O:60][S:13]([C:16]([F:19])([F:18])[F:17])(=[O:14])=[O:12])[C:43]([O:45][CH2:46][CH3:47])=[O:44])([CH3:38])([CH3:40])[CH3:39], predict the reactants needed to synthesize it. The reactants are: BrC1C=C2C(C=C(C)C(C(OCC3C=CC(OC)=CC=3)C(OCC)=O)=C2[O:12][S:13]([C:16]([F:19])([F:18])[F:17])(=O)=[O:14])=CC=1.[C:37]([O:41][CH:42]([C:48]1[C:57]([CH3:58])=[CH:56][C:55]2[C:50](=[CH:51][C:52]([Cl:59])=[CH:53][CH:54]=2)[C:49]=1[OH:60])[C:43]([O:45][CH2:46][CH3:47])=[O:44])([CH3:40])([CH3:39])[CH3:38]. (5) Given the product [I:1][C:2]1[CH:3]=[CH:4][C:5]([CH:8]2[C:17]3[C:12](=[CH:13][C:14]([OH:18])=[CH:15][CH:16]=3)[CH2:11][CH2:10][N:9]2[C:20]2[CH:21]=[CH:22][CH:23]=[CH:24][CH:25]=2)=[CH:6][CH:7]=1, predict the reactants needed to synthesize it. The reactants are: [I:1][C:2]1[CH:7]=[CH:6][C:5]([CH:8]2[C:17]3[C:12](=[CH:13][C:14]([O:18]C)=[CH:15][CH:16]=3)[CH2:11][CH2:10][N:9]2[C:20]2[CH:25]=[CH:24][CH:23]=[CH:22][CH:21]=2)=[CH:4][CH:3]=1. (6) The reactants are: [Cl:1][C:2]1[CH:7]=[CH:6][CH:5]=[CH:4][C:3]=1[C:8]1[C:9]([C:16]2[CH:21]=[CH:20][C:19]([Cl:22])=[CH:18][CH:17]=2)=[CH:10][C:11]([NH:14][NH2:15])=[N:12][CH:13]=1.[F:23][C:24]([F:36])([F:35])[C:25]1[N:30]=[CH:29][C:28]([CH2:31][C:32](O)=[O:33])=[CH:27][CH:26]=1.ClC1C=CC=CC=1C1N=NC(NNC(=O)CC2C=CC(C(F)(F)F)=CC=2)=CC=1C1C=CC(Cl)=CC=1. Given the product [Cl:1][C:2]1[CH:7]=[CH:6][CH:5]=[CH:4][C:3]=1[C:8]1[C:9]([C:16]2[CH:21]=[CH:20][C:19]([Cl:22])=[CH:18][CH:17]=2)=[CH:10][C:11]([NH:14][NH:15][C:32](=[O:33])[CH2:31][C:28]2[CH:29]=[N:30][C:25]([C:24]([F:23])([F:36])[F:35])=[CH:26][CH:27]=2)=[N:12][CH:13]=1, predict the reactants needed to synthesize it. (7) Given the product [CH3:17][C:15]1[N:16]=[C:12]([C:7]2[O:8][C:9]3[C:4]([C:5](=[O:18])[CH:6]=2)=[CH:3][C:2]([N:29]2[CH2:28][CH2:27][N:26]([C:19]([O:21][C:22]([CH3:25])([CH3:24])[CH3:23])=[O:20])[CH2:31][CH2:30]2)=[CH:11][CH:10]=3)[S:13][CH:14]=1, predict the reactants needed to synthesize it. The reactants are: Br[C:2]1[CH:3]=[C:4]2[C:9](=[CH:10][CH:11]=1)[O:8][C:7]([C:12]1[S:13][CH:14]=[C:15]([CH3:17])[N:16]=1)=[CH:6][C:5]2=[O:18].[C:19]([N:26]1[CH2:31][CH2:30][NH:29][CH2:28][CH2:27]1)([O:21][C:22]([CH3:25])([CH3:24])[CH3:23])=[O:20].COC1C=CC=C(OC)C=1C1C=CC=CC=1P(C1CCCCC1)C1CCCCC1.C([O-])([O-])=O.[Cs+].[Cs+].